Dataset: NCI-60 drug combinations with 297,098 pairs across 59 cell lines. Task: Regression. Given two drug SMILES strings and cell line genomic features, predict the synergy score measuring deviation from expected non-interaction effect. (1) Drug 1: CNC(=O)C1=NC=CC(=C1)OC2=CC=C(C=C2)NC(=O)NC3=CC(=C(C=C3)Cl)C(F)(F)F. Drug 2: CC(C)(C#N)C1=CC(=CC(=C1)CN2C=NC=N2)C(C)(C)C#N. Cell line: NCI-H460. Synergy scores: CSS=5.09, Synergy_ZIP=-3.14, Synergy_Bliss=-2.56, Synergy_Loewe=-1.87, Synergy_HSA=-1.31. (2) Drug 1: C1=C(C(=O)NC(=O)N1)N(CCCl)CCCl. Drug 2: CC1CCC2CC(C(=CC=CC=CC(CC(C(=O)C(C(C(=CC(C(=O)CC(OC(=O)C3CCCCN3C(=O)C(=O)C1(O2)O)C(C)CC4CCC(C(C4)OC)OCCO)C)C)O)OC)C)C)C)OC. Cell line: ACHN. Synergy scores: CSS=65.1, Synergy_ZIP=0.0108, Synergy_Bliss=-1.38, Synergy_Loewe=3.08, Synergy_HSA=4.23. (3) Drug 1: CC(CN1CC(=O)NC(=O)C1)N2CC(=O)NC(=O)C2. Drug 2: CC1=C2C(C(=O)C3(C(CC4C(C3C(C(C2(C)C)(CC1OC(=O)C(C(C5=CC=CC=C5)NC(=O)C6=CC=CC=C6)O)O)OC(=O)C7=CC=CC=C7)(CO4)OC(=O)C)O)C)OC(=O)C. Cell line: NCI/ADR-RES. Synergy scores: CSS=0.995, Synergy_ZIP=1.48, Synergy_Bliss=2.48, Synergy_Loewe=-0.457, Synergy_HSA=-0.228. (4) Drug 1: CN(C)N=NC1=C(NC=N1)C(=O)N. Drug 2: C1C(C(OC1N2C=C(C(=O)NC2=O)F)CO)O. Cell line: RPMI-8226. Synergy scores: CSS=55.1, Synergy_ZIP=7.12, Synergy_Bliss=2.62, Synergy_Loewe=3.63, Synergy_HSA=6.79. (5) Drug 1: CC1=C2C(C(=O)C3(C(CC4C(C3C(C(C2(C)C)(CC1OC(=O)C(C(C5=CC=CC=C5)NC(=O)OC(C)(C)C)O)O)OC(=O)C6=CC=CC=C6)(CO4)OC(=O)C)O)C)O. Drug 2: CC1C(C(CC(O1)OC2CC(CC3=C2C(=C4C(=C3O)C(=O)C5=CC=CC=C5C4=O)O)(C(=O)C)O)N)O. Cell line: HOP-62. Synergy scores: CSS=46.1, Synergy_ZIP=-1.65, Synergy_Bliss=-1.82, Synergy_Loewe=-0.571, Synergy_HSA=1.14. (6) Drug 1: CNC(=O)C1=CC=CC=C1SC2=CC3=C(C=C2)C(=NN3)C=CC4=CC=CC=N4. Drug 2: CC1CCCC2(C(O2)CC(NC(=O)CC(C(C(=O)C(C1O)C)(C)C)O)C(=CC3=CSC(=N3)C)C)C. Cell line: UACC62. Synergy scores: CSS=6.57, Synergy_ZIP=-0.952, Synergy_Bliss=3.68, Synergy_Loewe=2.41, Synergy_HSA=3.83. (7) Drug 1: C1=C(C(=O)NC(=O)N1)N(CCCl)CCCl. Drug 2: C1=CC(=CC=C1CCCC(=O)O)N(CCCl)CCCl. Cell line: M14. Synergy scores: CSS=36.8, Synergy_ZIP=-4.07, Synergy_Bliss=3.30, Synergy_Loewe=2.09, Synergy_HSA=4.32. (8) Drug 1: C1=CC(=CC=C1CC(C(=O)O)N)N(CCCl)CCCl.Cl. Drug 2: CS(=O)(=O)OCCCCOS(=O)(=O)C. Cell line: LOX IMVI. Synergy scores: CSS=45.6, Synergy_ZIP=-6.07, Synergy_Bliss=4.91, Synergy_Loewe=7.92, Synergy_HSA=8.36. (9) Drug 1: CC1=CC2C(CCC3(C2CCC3(C(=O)C)OC(=O)C)C)C4(C1=CC(=O)CC4)C. Drug 2: CC=C1C(=O)NC(C(=O)OC2CC(=O)NC(C(=O)NC(CSSCCC=C2)C(=O)N1)C(C)C)C(C)C. Cell line: HCT-15. Synergy scores: CSS=7.97, Synergy_ZIP=4.67, Synergy_Bliss=9.67, Synergy_Loewe=6.84, Synergy_HSA=7.98.